This data is from Forward reaction prediction with 1.9M reactions from USPTO patents (1976-2016). The task is: Predict the product of the given reaction. (1) Given the reactants C(OC1C=CN([CH2:15][C:16]([C:18]2[CH:23]=[CH:22][C:21]([CH2:24][OH:25])=[CH:20][C:19]=2[CH3:26])=[O:17])C(=O)C=1)C1C=CC=CC=1.[F:28][C:29]1[CH:30]=[CH:31][C:32]([CH2:35][O:36][C:37]2[CH:42]=[N:41][NH:40][C:39](=[O:43])[CH:38]=2)=[N:33][CH:34]=1, predict the reaction product. The product is: [F:28][C:29]1[CH:30]=[CH:31][C:32]([CH2:35][O:36][C:37]2[CH:42]=[N:41][N:40]([CH2:15][C:16]([C:18]3[CH:23]=[CH:22][C:21]([CH2:24][OH:25])=[CH:20][C:19]=3[CH3:26])=[O:17])[C:39](=[O:43])[CH:38]=2)=[N:33][CH:34]=1. (2) Given the reactants [CH2:1]([NH:8][C:9]1[N:14]2[N:15]=[CH:16][C:17]([C:18](O)=[O:19])=[C:13]2[N:12]=[CH:11][C:10]=1[C:21]([N:23]1[CH2:28][CH2:27][C:26]2([C:32]3[CH:33]=[CH:34][CH:35]=[CH:36][C:31]=3[O:30][CH2:29]2)[CH2:25][CH2:24]1)=[O:22])[C:2]1[CH:7]=[CH:6][CH:5]=[CH:4][CH:3]=1.[CH3:37][S:38]([NH2:41])(=[O:40])=[O:39], predict the reaction product. The product is: [CH2:1]([NH:8][C:9]1[N:14]2[N:15]=[CH:16][C:17]([C:18]([NH:41][S:38]([CH3:37])(=[O:40])=[O:39])=[O:19])=[C:13]2[N:12]=[CH:11][C:10]=1[C:21]([N:23]1[CH2:24][CH2:25][C:26]2([C:32]3[CH:33]=[CH:34][CH:35]=[CH:36][C:31]=3[O:30][CH2:29]2)[CH2:27][CH2:28]1)=[O:22])[C:2]1[CH:7]=[CH:6][CH:5]=[CH:4][CH:3]=1. (3) Given the reactants Br[CH2:2][CH2:3][O:4][C:5]1[CH:10]=[CH:9][C:8]([N:11]2[CH:15]=[CH:14][N:13]([C:16]3[CH:21]=[CH:20][C:19]([O:22][CH:23]4[CH2:27][CH2:26][CH2:25][CH2:24]4)=[CH:18][CH:17]=3)[C:12]2=[O:28])=[CH:7][CH:6]=1.[CH3:29][NH2:30], predict the reaction product. The product is: [CH:23]1([O:22][C:19]2[CH:20]=[CH:21][C:16]([N:13]3[CH:14]=[CH:15][N:11]([C:8]4[CH:7]=[CH:6][C:5]([O:4][CH2:3][CH2:2][NH:30][CH3:29])=[CH:10][CH:9]=4)[C:12]3=[O:28])=[CH:17][CH:18]=2)[CH2:27][CH2:26][CH2:25][CH2:24]1. (4) Given the reactants Br[C:2]1[CH:7]=[CH:6][C:5]([C:8]([F:11])([F:10])[F:9])=[CH:4][C:3]=1[CH3:12].[CH2:13]([O:20][C:21]1[N:22]=[N:23][C:24]([CH:35]=[CH2:36])=[CH:25][C:26]=1[O:27][CH2:28][C:29]1[CH:34]=[CH:33][CH:32]=[CH:31][CH:30]=1)[C:14]1[CH:19]=[CH:18][CH:17]=[CH:16][CH:15]=1.C(N(CC)CC)C.C1(C)C=CC=CC=1P(C1C=CC=CC=1C)C1C=CC=CC=1C, predict the reaction product. The product is: [CH2:13]([O:20][C:21]1[N:22]=[N:23][C:24](/[CH:35]=[CH:36]/[C:2]2[CH:7]=[CH:6][C:5]([C:8]([F:11])([F:10])[F:9])=[CH:4][C:3]=2[CH3:12])=[CH:25][C:26]=1[O:27][CH2:28][C:29]1[CH:34]=[CH:33][CH:32]=[CH:31][CH:30]=1)[C:14]1[CH:15]=[CH:16][CH:17]=[CH:18][CH:19]=1. (5) The product is: [F:14][C:15]1[C:20]([C:24]2([OH:27])[CH2:25][CH2:26][O:21][CH2:22][CH2:23]2)=[N:19][CH:18]=[CH:17][N:16]=1. Given the reactants CC1(C)CCCC(C)(C)N1.C(=O)=O.[F:14][C:15]1[CH:20]=[N:19][CH:18]=[CH:17][N:16]=1.[O:21]1[CH2:26][CH2:25][C:24](=[O:27])[CH2:23][CH2:22]1, predict the reaction product. (6) Given the reactants [CH2:1]([O:8][CH2:9][CH2:10][CH2:11][CH:12]([C:21](=O)[C:22]#[C:23][CH:24]1[CH2:27][CH:26]([CH2:28][C:29]([CH3:32])([CH3:31])[CH3:30])[CH2:25]1)[CH2:13][C:14]([O:16][C:17]([CH3:20])([CH3:19])[CH3:18])=[O:15])[C:2]1[CH:7]=[CH:6][CH:5]=[CH:4][CH:3]=1.CO.S([O-])([O-])(=O)=O.[Na+].[Na+].[Cl-].[CH3:44][O:45][NH3+:46], predict the reaction product. The product is: [CH2:1]([O:8][CH2:9][CH2:10][CH2:11][CH:12]([C:21](=[N:46][O:45][CH3:44])[C:22]#[C:23][CH:24]1[CH2:27][CH:26]([CH2:28][C:29]([CH3:32])([CH3:31])[CH3:30])[CH2:25]1)[CH2:13][C:14]([O:16][C:17]([CH3:20])([CH3:19])[CH3:18])=[O:15])[C:2]1[CH:7]=[CH:6][CH:5]=[CH:4][CH:3]=1.